Predict the product of the given reaction. From a dataset of Forward reaction prediction with 1.9M reactions from USPTO patents (1976-2016). (1) Given the reactants C([O:3][C:4](=[O:12])[C:5]1[CH:10]=[CH:9][C:8](I)=[CH:7][CH:6]=1)C.[Cl:13][C:14]1[C:22]([Cl:23])=[C:21]2[C:17]([CH2:18][C:19]([CH3:31])([C:25]3[CH:30]=[CH:29][CH:28]=[CH:27][CH:26]=3)[C:20]2=[O:24])=[CH:16][C:15]=1[OH:32], predict the reaction product. The product is: [Cl:13][C:14]1[C:22]([Cl:23])=[C:21]2[C:17]([CH2:18][C:19]([CH3:31])([C:25]3[CH:26]=[CH:27][CH:28]=[CH:29][CH:30]=3)[C:20]2=[O:24])=[CH:16][C:15]=1[O:32][CH2:4][C:5]1[CH:6]=[C:7]([C:8]2[CH:7]=[CH:6][C:5]([C:4]([OH:3])=[O:12])=[CH:10][CH:9]=2)[CH:8]=[CH:9][CH:10]=1. (2) Given the reactants [C-:1]#[N:2].[K+].[F:4][C:5]1[CH:12]=[C:11]([O:13][CH3:14])[CH:10]=[C:9]([F:15])[C:6]=1[CH2:7]Br.C([O-])(O)=O.[Na+], predict the reaction product. The product is: [F:4][C:5]1[CH:12]=[C:11]([O:13][CH3:14])[CH:10]=[C:9]([F:15])[C:6]=1[CH2:7][C:1]#[N:2]. (3) Given the reactants O=S(Cl)Cl.[CH:5]1([C:15]([OH:17])=O)[C:14]2[C:9](=[CH:10][CH:11]=[CH:12][CH:13]=2)[CH2:8][CH2:7][CH2:6]1.[CH3:18][O:19][C:20]1[CH:25]=[CH:24][C:23]([NH:26][CH3:27])=[CH:22][CH:21]=1, predict the reaction product. The product is: [CH3:18][O:19][C:20]1[CH:25]=[CH:24][C:23]([N:26]([CH3:27])[C:15]([CH:5]2[C:14]3[C:9](=[CH:10][CH:11]=[CH:12][CH:13]=3)[CH2:8][CH2:7][CH2:6]2)=[O:17])=[CH:22][CH:21]=1. (4) Given the reactants [Br:1][C:2]1[CH:3]=[CH:4][C:5]([CH2:8][NH2:9])=[N:6][CH:7]=1.[CH3:10][O:11][CH2:12][C:13](O)=[O:14].CN([P+](ON1N=NC2C1=CC=CC=2)(N(C)C)N(C)C)C.F[P-](F)(F)(F)(F)F.C(N(C(C)C)CC)(C)C, predict the reaction product. The product is: [Br:1][C:2]1[CH:3]=[CH:4][C:5]([CH2:8][NH:9][C:13](=[O:14])[CH2:12][O:11][CH3:10])=[N:6][CH:7]=1. (5) Given the reactants [OH:1][CH2:2][C@H:3]1[O:8][C:7]([CH3:10])([CH3:9])[O:6][C@@H:5]([CH2:11][C:12]([N:14]([O:16][CH3:17])[CH3:15])=[O:13])[CH2:4]1.ClCCl.CC(OI1(OC(C)=O)(OC(C)=O)OC(=O)C2C=CC=CC1=2)=O, predict the reaction product. The product is: [CH:2]([C@H:3]1[O:8][C:7]([CH3:9])([CH3:10])[O:6][C@@H:5]([CH2:11][C:12]([N:14]([O:16][CH3:17])[CH3:15])=[O:13])[CH2:4]1)=[O:1]. (6) The product is: [O:32]=[C:9]1[C:10]2[CH:16]=[C:15]([C:17]3[CH:22]=[CH:21][N:20]=[C:19]([NH:23][C:24](=[O:31])[C:25]4[CH:26]=[CH:27][CH:28]=[CH:29][CH:30]=4)[N:18]=3)[NH:14][C:11]=2[CH2:12][CH2:13][NH:8]1. Given the reactants C(OC([N:8]1[CH2:13][CH2:12][C:11]2[NH:14][C:15]([C:17]3[CH:22]=[CH:21][N:20]=[C:19]([NH:23][C:24](=[O:31])[C:25]4[CH:30]=[CH:29][CH:28]=[CH:27][CH:26]=4)[N:18]=3)=[CH:16][C:10]=2[C:9]1=[O:32])=O)(C)(C)C.Cl, predict the reaction product. (7) Given the reactants [OH:1][CH2:2][CH2:3][NH:4][S:5]([C:8]1[CH:13]=[CH:12][C:11]([O:14][CH3:15])=[CH:10][CH:9]=1)(=[O:7])=[O:6].C(=O)([O-])[O-].[K+].[K+].[CH2:22](Br)[C:23]1[CH:28]=[CH:27][CH:26]=[CH:25][CH:24]=1.C(OCC)(=O)C, predict the reaction product. The product is: [OH:1][CH2:2][CH2:3][N:4]([CH2:22][C:23]1[CH:28]=[CH:27][CH:26]=[CH:25][CH:24]=1)[S:5]([C:8]1[CH:13]=[CH:12][C:11]([O:14][CH3:15])=[CH:10][CH:9]=1)(=[O:7])=[O:6]. (8) Given the reactants [CH2:1]([O:3][C:4]1[CH:9]=[CH:8][CH:7]=[CH:6][C:5]=1[C:10](=[O:27])[CH2:11][CH2:12][C:13]1[N:14]=[C:15]([C:18]2[CH:23]=[CH:22][C:21]([O:24][CH3:25])=[C:20]([OH:26])[CH:19]=2)[O:16][CH:17]=1)[CH3:2].N12CCCN=C1CC[CH2:31][CH2:30][CH2:29]2.C(Br)C=C, predict the reaction product. The product is: [CH2:31]([O:26][C:20]1[CH:19]=[C:18]([C:15]2[O:16][CH:17]=[C:13]([CH2:12][CH2:11][C:10]([C:5]3[CH:6]=[CH:7][CH:8]=[CH:9][C:4]=3[O:3][CH2:1][CH3:2])=[O:27])[N:14]=2)[CH:23]=[CH:22][C:21]=1[O:24][CH3:25])[CH:30]=[CH2:29]. (9) Given the reactants [I:1][C:2]1[CH:7]=[CH:6][C:5]([CH:8]2[CH:17]([C:18]3[CH:23]=[CH:22][CH:21]=[C:20]([O:24]C4CCCCO4)[CH:19]=3)[C:16]([CH3:32])(O)[C:15]3[C:10](=[C:11]([O:33]C4CCCCO4)[CH:12]=[CH:13][CH:14]=3)[O:9]2)=[CH:4][CH:3]=1.O.C(O)(=O)C, predict the reaction product. The product is: [OH:24][C:20]1[CH:19]=[C:18]([C:17]2[CH:8]([C:5]3[CH:4]=[CH:3][C:2]([I:1])=[CH:7][CH:6]=3)[O:9][C:10]3[C:15]([C:16]=2[CH3:32])=[CH:14][CH:13]=[CH:12][C:11]=3[OH:33])[CH:23]=[CH:22][CH:21]=1.